The task is: Predict the reactants needed to synthesize the given product.. This data is from Full USPTO retrosynthesis dataset with 1.9M reactions from patents (1976-2016). (1) Given the product [Cl:21][C:22]1[CH:30]=[CH:29][C:25]([C:26]2[O:15][N:14]=[C:13]([CH2:12][N:8]3[C:9]4[C:5](=[C:4]([C:17]([F:19])([F:20])[F:18])[C:3]([C:1]#[N:2])=[CH:11][CH:10]=4)[CH:6]=[CH:7]3)[N:16]=2)=[CH:24][C:23]=1[F:31], predict the reactants needed to synthesize it. The reactants are: [C:1]([C:3]1[C:4]([C:17]([F:20])([F:19])[F:18])=[C:5]2[C:9](=[CH:10][CH:11]=1)[N:8]([CH2:12][C:13](=[NH:16])[NH:14][OH:15])[CH:7]=[CH:6]2)#[N:2].[Cl:21][C:22]1[CH:30]=[CH:29][C:25]([C:26](O)=O)=[CH:24][C:23]=1[F:31]. (2) Given the product [N+:18]([C:15]1[CH:16]=[CH:17][C:12]([O:10][C:7]2[CH:8]=[CH:9][C:4]([CH2:3][CH2:2][OH:1])=[CH:5][CH:6]=2)=[CH:13][CH:14]=1)([O-:20])=[O:19], predict the reactants needed to synthesize it. The reactants are: [OH:1][CH2:2][CH2:3][C:4]1[CH:9]=[CH:8][C:7]([OH:10])=[CH:6][CH:5]=1.F[C:12]1[CH:17]=[CH:16][C:15]([N+:18]([O-:20])=[O:19])=[CH:14][CH:13]=1.C(=O)([O-])[O-].[K+].[K+].O. (3) Given the product [CH2:1]([NH:4][C:5]1[N:10]=[C:9]([NH:11][CH2:12][CH2:13][CH3:14])[N:8]=[C:7]([N:17]([CH3:16])[O:18][CH3:19])[N:6]=1)[CH2:2][CH3:3], predict the reactants needed to synthesize it. The reactants are: [CH2:1]([NH:4][C:5]1[N:10]=[C:9]([NH:11][CH2:12][CH2:13][CH3:14])[N:8]=[CH:7][N:6]=1)[CH2:2][CH3:3].Cl.[CH3:16][NH:17][O:18][CH3:19].[OH-].[Na+]. (4) Given the product [CH3:10][C:9]([CH3:11])([CH3:12])[C:8]#[C:7][C:5]1[S:4][C:3]([C:13]([O:15][CH3:16])=[O:14])=[C:2]([NH:1][CH:22]2[CH2:23][CH2:24][P:19]([O:18][CH3:17])(=[O:26])[CH2:20][CH2:21]2)[CH:6]=1, predict the reactants needed to synthesize it. The reactants are: [NH2:1][C:2]1[CH:6]=[C:5]([C:7]#[C:8][C:9]([CH3:12])([CH3:11])[CH3:10])[S:4][C:3]=1[C:13]([O:15][CH3:16])=[O:14].[CH3:17][O:18][P:19]1(=[O:26])[CH2:24][CH2:23][C:22](=O)[CH2:21][CH2:20]1.C([Sn](Cl)(Cl)CCCC)CCC.C1([SiH3])C=CC=CC=1. (5) Given the product [Cl:18][CH2:19][C:20]([N:14]1[CH2:15][CH:8]2[N:7]([CH2:6][C:5]3[CH:16]=[CH:17][C:2]([F:1])=[CH:3][CH:4]=3)[CH:12]([CH2:11][O:10][CH2:9]2)[CH2:13]1)=[O:21], predict the reactants needed to synthesize it. The reactants are: [F:1][C:2]1[CH:17]=[CH:16][C:5]([CH2:6][N:7]2[CH:12]3[CH2:13][NH:14][CH2:15][CH:8]2[CH2:9][O:10][CH2:11]3)=[CH:4][CH:3]=1.[Cl:18][CH2:19][C:20](Cl)=[O:21].C([O-])([O-])=O.[Na+].[Na+]. (6) Given the product [OH:19][CH:20]1[CH2:25][CH2:24][N:23]([C:16]([C:13]2[S:14][CH:15]=[C:11]([C:7]3[S:6][C:5]([NH:4][C:1](=[O:3])[CH3:2])=[N:9][C:8]=3[CH3:10])[N:12]=2)=[O:17])[CH2:22][CH2:21]1, predict the reactants needed to synthesize it. The reactants are: [C:1]([NH:4][C:5]1[S:6][C:7]([C:11]2[N:12]=[C:13]([C:16](Cl)=[O:17])[S:14][CH:15]=2)=[C:8]([CH3:10])[N:9]=1)(=[O:3])[CH3:2].[OH:19][CH:20]1[CH2:25][CH2:24][NH:23][CH2:22][CH2:21]1.C(N(CC)CC)C. (7) The reactants are: [CH2:1]([O:5][C:6]([C:8]1[C:9]([OH:19])=[C:10]2[C:17]([CH3:18])=[N:16][S:15][C:11]2=[C:12](Br)[N:13]=1)=[O:7])[CH2:2][CH2:3][CH3:4].[CH3:20][Si:21]([C:24]#[CH:25])([CH3:23])[CH3:22]. Given the product [CH2:1]([O:5][C:6]([C:8]1[C:9]([OH:19])=[C:10]2[C:17]([CH3:18])=[N:16][S:15][C:11]2=[C:12]([C:25]#[C:24][Si:21]([CH3:23])([CH3:22])[CH3:20])[N:13]=1)=[O:7])[CH2:2][CH2:3][CH3:4], predict the reactants needed to synthesize it. (8) Given the product [CH:1]1([C:6]2[C:7]([O:22][CH2:40][C:39]3[N:35]([CH2:33][CH3:34])[N:36]=[CH:37][N:38]=3)=[N:8][N:9]3[C:14]=2[C:13]([CH3:15])=[N:12][N:11]=[C:10]3[C:16]2[CH:21]=[CH:20][CH:19]=[CH:18][CH:17]=2)[CH2:2][CH2:3][CH2:4][CH2:5]1, predict the reactants needed to synthesize it. The reactants are: [CH:1]1([C:6]2[C:7]([O:22]S(C3C=CC(C)=CC=3)(=O)=O)=[N:8][N:9]3[C:14]=2[C:13]([CH3:15])=[N:12][N:11]=[C:10]3[C:16]2[CH:21]=[CH:20][CH:19]=[CH:18][CH:17]=2)[CH2:5][CH2:4][CH2:3][CH2:2]1.[CH2:33]([N:35]1[C:39]([CH2:40]O)=[N:38][CH:37]=[N:36]1)[CH3:34].[H-].[Na+].O.